This data is from Peptide-MHC class II binding affinity with 134,281 pairs from IEDB. The task is: Regression. Given a peptide amino acid sequence and an MHC pseudo amino acid sequence, predict their binding affinity value. This is MHC class II binding data. (1) The peptide sequence is MRRLADQSLPPNFSC. The MHC is DRB5_0101 with pseudo-sequence DRB5_0101. The binding affinity (normalized) is 0.195. (2) The peptide sequence is IKDLPKEITVATSRT. The MHC is DRB1_0101 with pseudo-sequence DRB1_0101. The binding affinity (normalized) is 0.466.